Dataset: Reaction yield outcomes from USPTO patents with 853,638 reactions. Task: Predict the reaction yield, written as a fraction of the theoretical maximum amount of product (1.0 means a 100% yield; for example, 0.34 means a 34% yield). The reactants are [CH3:1][C:2]1([CH3:23])[C:11]2[C:6](=[C:7]([O:18][CH:19]([CH3:21])[CH3:20])[CH:8]=[C:9]([C:12]#[C:13][Si](C)(C)C)[CH:10]=2)[C:5](=[O:22])[CH2:4][CH2:3]1.C(=O)([O-])[O-].[K+].[K+]. The catalyst is CO. The product is [CH3:23][C:2]1([CH3:1])[C:11]2[C:6](=[C:7]([O:18][CH:19]([CH3:20])[CH3:21])[CH:8]=[C:9]([C:12]#[CH:13])[CH:10]=2)[C:5](=[O:22])[CH2:4][CH2:3]1. The yield is 0.980.